This data is from Forward reaction prediction with 1.9M reactions from USPTO patents (1976-2016). The task is: Predict the product of the given reaction. The product is: [F:1][C:2]1[C:7]([F:8])=[CH:6][CH:5]=[CH:4][C:3]=1[C:9]1[N:37]=[C:12]2[CH:13]=[N:14][N:15]([CH2:17][C:18]3[O:22][N:21]=[C:20]([C:23]4[CH:28]=[CH:27][C:26]([OH:29])=[CH:25][C:24]=4[C:33]([F:35])([F:36])[F:34])[CH:19]=3)[CH:16]=[C:11]2[N:10]=1. Given the reactants [F:1][C:2]1[C:7]([F:8])=[CH:6][CH:5]=[CH:4][C:3]=1[C:9]1[N:37]=[C:12]2[CH:13]=[N:14][N:15]([CH2:17][C:18]3[O:22][N:21]=[C:20]([C:23]4[CH:28]=[CH:27][C:26]([O:29]COC)=[CH:25][C:24]=4[C:33]([F:36])([F:35])[F:34])[CH:19]=3)[CH:16]=[C:11]2[N:10]=1, predict the reaction product.